From a dataset of NCI-60 drug combinations with 297,098 pairs across 59 cell lines. Regression. Given two drug SMILES strings and cell line genomic features, predict the synergy score measuring deviation from expected non-interaction effect. (1) Drug 1: C1=CC(=C2C(=C1NCCNCCO)C(=O)C3=C(C=CC(=C3C2=O)O)O)NCCNCCO. Drug 2: CC1=C2C(C(=O)C3(C(CC4C(C3C(C(C2(C)C)(CC1OC(=O)C(C(C5=CC=CC=C5)NC(=O)C6=CC=CC=C6)O)O)OC(=O)C7=CC=CC=C7)(CO4)OC(=O)C)O)C)OC(=O)C. Cell line: RXF 393. Synergy scores: CSS=26.5, Synergy_ZIP=-10.5, Synergy_Bliss=-1.55, Synergy_Loewe=-2.64, Synergy_HSA=1.42. (2) Drug 1: CC12CCC(CC1=CCC3C2CCC4(C3CC=C4C5=CN=CC=C5)C)O. Drug 2: CC1=CC=C(C=C1)C2=CC(=NN2C3=CC=C(C=C3)S(=O)(=O)N)C(F)(F)F. Cell line: 786-0. Synergy scores: CSS=6.26, Synergy_ZIP=-1.84, Synergy_Bliss=1.11, Synergy_Loewe=1.16, Synergy_HSA=1.49. (3) Drug 1: CC1C(C(CC(O1)OC2CC(OC(C2O)C)OC3=CC4=CC5=C(C(=O)C(C(C5)C(C(=O)C(C(C)O)O)OC)OC6CC(C(C(O6)C)O)OC7CC(C(C(O7)C)O)OC8CC(C(C(O8)C)O)(C)O)C(=C4C(=C3C)O)O)O)O. Drug 2: C1CNP(=O)(OC1)N(CCCl)CCCl. Cell line: UACC-257. Synergy scores: CSS=2.87, Synergy_ZIP=0.0220, Synergy_Bliss=-1.56, Synergy_Loewe=-65.3, Synergy_HSA=-1.53. (4) Drug 1: CC12CCC3C(C1CCC2O)C(CC4=C3C=CC(=C4)O)CCCCCCCCCS(=O)CCCC(C(F)(F)F)(F)F. Drug 2: CC1=C2C(C(=O)C3(C(CC4C(C3C(C(C2(C)C)(CC1OC(=O)C(C(C5=CC=CC=C5)NC(=O)OC(C)(C)C)O)O)OC(=O)C6=CC=CC=C6)(CO4)OC(=O)C)O)C)O. Cell line: UO-31. Synergy scores: CSS=1.27, Synergy_ZIP=2.49, Synergy_Bliss=4.17, Synergy_Loewe=1.14, Synergy_HSA=-0.371.